Dataset: Peptide-MHC class I binding affinity with 185,985 pairs from IEDB/IMGT. Task: Regression. Given a peptide amino acid sequence and an MHC pseudo amino acid sequence, predict their binding affinity value. This is MHC class I binding data. (1) The peptide sequence is MPVGGQSSF. The MHC is HLA-A31:01 with pseudo-sequence HLA-A31:01. The binding affinity (normalized) is 0.0847. (2) The peptide sequence is YTGPDHQEW. The MHC is HLA-B57:01 with pseudo-sequence HLA-B57:01. The binding affinity (normalized) is 0.567. (3) The peptide sequence is RADEINAIL. The MHC is HLA-A02:16 with pseudo-sequence HLA-A02:16. The binding affinity (normalized) is 0.0847.